Predict the reaction yield, written as a fraction of the theoretical maximum amount of product (1.0 means a 100% yield; for example, 0.34 means a 34% yield). From a dataset of Reaction yield outcomes from USPTO patents with 853,638 reactions. The reactants are [F:1][C:2]1[CH:3]=[C:4]([OH:11])[C:5]([N+:8]([O-])=O)=[CH:6][CH:7]=1. The catalyst is C(O)(=O)C.[Zn]. The product is [NH2:8][C:5]1[CH:6]=[CH:7][C:2]([F:1])=[CH:3][C:4]=1[OH:11]. The yield is 0.440.